Dataset: Forward reaction prediction with 1.9M reactions from USPTO patents (1976-2016). Task: Predict the product of the given reaction. (1) The product is: [CH3:37][N:22]([CH3:21])[CH2:23][CH2:24][N:25]([CH2:26][C:27]1[CH:28]=[CH:29][C:30]([C:31]([O:33][CH3:34])=[O:32])=[CH:35][CH:36]=1)[C:2]([O:19][CH2:18][CH2:17][CH2:16][N:15]([CH3:20])[CH3:14])=[O:3]. Given the reactants Cl[C:2](OC1C=CC([N+]([O-])=O)=CC=1)=[O:3].[CH3:14][N:15]([CH3:20])[CH2:16][CH2:17][CH2:18][OH:19].[CH3:21][N:22]([CH3:37])[CH2:23][CH2:24][NH:25][CH2:26][C:27]1[CH:36]=[CH:35][C:30]([C:31]([O:33][CH3:34])=[O:32])=[CH:29][CH:28]=1.C(N(CC)CC)C, predict the reaction product. (2) Given the reactants C1(O)C=CC=CC=1.[NH:8]([C:15]1[CH:24]=[N:23][C:22]2[C:17](=[CH:18][CH:19]=[C:20]([O:25]C)[CH:21]=2)[N:16]=1)[C:9]1[CH:14]=[CH:13][CH:12]=[CH:11][CH:10]=1.[Na].C(S)C, predict the reaction product. The product is: [NH:8]([C:15]1[CH:24]=[N:23][C:22]2[C:17](=[CH:18][CH:19]=[C:20]([OH:25])[CH:21]=2)[N:16]=1)[C:9]1[CH:10]=[CH:11][CH:12]=[CH:13][CH:14]=1. (3) Given the reactants C(OC([N:8]([C:22]([O:24][C:25]([CH3:28])([CH3:27])[CH3:26])=[O:23])[CH2:9][CH2:10][C:11]1[NH:15][N:14]=[C:13]([C:16]2[CH:21]=[CH:20][CH:19]=[CH:18][CH:17]=2)[N:12]=1)=O)(C)(C)C.C(=O)([O-])[O-].[K+].[K+].FC(F)(F)S(O[CH2:41][C:42]([F:45])([F:44])[F:43])(=O)=O, predict the reaction product. The product is: [C:16]1([C:13]2[N:12]=[C:11]([CH2:10][CH2:9][NH:8][C:22](=[O:23])[O:24][C:25]([CH3:26])([CH3:27])[CH3:28])[N:15]([CH2:41][C:42]([F:45])([F:44])[F:43])[N:14]=2)[CH:17]=[CH:18][CH:19]=[CH:20][CH:21]=1. (4) The product is: [Cl:1][C:2]1[N:3]=[C:4]([N:11]2[CH2:16][CH2:15][O:14][CH2:13][CH2:12]2)[C:5]2[S:10][C:9]([CH:28]([C:27]3[CH:30]=[CH:31][C:24]([S:23][CH3:22])=[CH:25][CH:26]=3)[OH:29])=[CH:8][C:6]=2[N:7]=1. Given the reactants [Cl:1][C:2]1[N:3]=[C:4]([N:11]2[CH2:16][CH2:15][O:14][CH2:13][CH2:12]2)[C:5]2[S:10][CH:9]=[CH:8][C:6]=2[N:7]=1.C([Li])CCC.[CH3:22][S:23][C:24]1[CH:31]=[CH:30][C:27]([CH:28]=[O:29])=[CH:26][CH:25]=1.O, predict the reaction product. (5) The product is: [C:1]([C:5]1[CH:23]=[CH:22][C:8]([C:9]([NH:11][C:12]2[N:13]=[C:14]3[CH:19]=[CH:18][C:17]([C:26]4[CH:25]=[N:24][CH:29]=[CH:28][CH:27]=4)=[N:16][N:15]3[CH:21]=2)=[O:10])=[CH:7][CH:6]=1)([CH3:4])([CH3:3])[CH3:2]. Given the reactants [C:1]([C:5]1[CH:23]=[CH:22][C:8]([C:9]([NH:11][C:12]2[N:13]=[C:14]3[CH:19]=[CH:18][C:17](Cl)=[N:16][N:15]3[CH:21]=2)=[O:10])=[CH:7][CH:6]=1)([CH3:4])([CH3:3])[CH3:2].[N:24]1[CH:29]=[CH:28][CH:27]=[C:26](B(O)O)[CH:25]=1.C(=O)([O-])[O-].[K+].[K+], predict the reaction product.